This data is from Peptide-MHC class I binding affinity with 185,985 pairs from IEDB/IMGT. The task is: Regression. Given a peptide amino acid sequence and an MHC pseudo amino acid sequence, predict their binding affinity value. This is MHC class I binding data. (1) The peptide sequence is QVPLRPMTSK. The MHC is HLA-B44:03 with pseudo-sequence HLA-B44:03. The binding affinity (normalized) is 0. (2) The peptide sequence is KRWIILGLNK. The MHC is HLA-A02:03 with pseudo-sequence HLA-A02:03. The binding affinity (normalized) is 0. (3) The peptide sequence is ALVEICTEMEK. The MHC is HLA-A33:01 with pseudo-sequence HLA-A33:01. The binding affinity (normalized) is 0.